Task: Predict the reaction yield, written as a fraction of the theoretical maximum amount of product (1.0 means a 100% yield; for example, 0.34 means a 34% yield).. Dataset: Reaction yield outcomes from USPTO patents with 853,638 reactions (1) The reactants are [Br:1][C:2]1[CH:3]=[C:4]([CH:7]=[CH:8][C:9]=1[S:10](=[O:15])(=[O:14])[N:11]([CH3:13])[CH3:12])[CH:5]=[O:6].[BH4-].[Na+]. The catalyst is C1COCC1. The yield is 0.920. The product is [Br:1][C:2]1[CH:3]=[C:4]([CH:7]=[CH:8][C:9]=1[S:10](=[O:15])(=[O:14])[N:11]([CH3:13])[CH3:12])[CH2:5][OH:6]. (2) The reactants are [Br:1][C:2]1[CH:8]=[CH:7][C:5]([NH2:6])=[CH:4][C:3]=1[CH3:9].[Br:10][CH2:11][C:12](Cl)=[O:13]. The catalyst is [OH-].[Na+].ClCCl. The product is [Br:10][CH2:11][C:12]([NH:6][C:5]1[CH:7]=[CH:8][C:2]([Br:1])=[C:3]([CH3:9])[CH:4]=1)=[O:13]. The yield is 0.710. (3) The reactants are [C:1]([O:5][C:6]([NH:8][CH:9]([C:27](=[O:31])[N:28]([CH3:30])[CH3:29])[CH2:10][C:11]1[CH:26]=[CH:25][C:14]([O:15][C:16]2[CH:24]=[CH:23][C:19]([C:20]([OH:22])=O)=[CH:18][N:17]=2)=[CH:13][CH:12]=1)=[O:7])([CH3:4])([CH3:3])[CH3:2].CN1CCOCC1.Cl.[NH2:40][OH:41].C(O)(=O)C. The catalyst is CN(C=O)C. The product is [C:1]([O:5][C:6](=[O:7])[NH:8][CH:9]([C:27](=[O:31])[N:28]([CH3:29])[CH3:30])[CH2:10][C:11]1[CH:26]=[CH:25][C:14]([O:15][C:16]2[CH:24]=[CH:23][C:19]([C:20](=[O:22])[NH:40][OH:41])=[CH:18][N:17]=2)=[CH:13][CH:12]=1)([CH3:4])([CH3:2])[CH3:3]. The yield is 0.980. (4) The reactants are [NH2:1][C:2]1[CH:3]=[C:4](/[CH:24]=[C:25]2/[C:26]([NH:31][CH3:32])=[N:27][C:28](=[O:30])[S:29]/2)[CH:5]=[CH:6][C:7]=1[O:8][CH2:9][C:10]1[CH:15]=[CH:14][C:13]([C:16]([F:19])([F:18])[F:17])=[CH:12][C:11]=1[C:20]([F:23])([F:22])[F:21].[CH:33](=O)[CH2:34][CH3:35].C([BH3-])#N.[Na+]. The catalyst is O1CCCC1.C(#N)C.C(O)(=O)C. The product is [F:23][C:20]([F:21])([F:22])[C:11]1[CH:12]=[C:13]([C:16]([F:17])([F:18])[F:19])[CH:14]=[CH:15][C:10]=1[CH2:9][O:8][C:7]1[CH:6]=[CH:5][C:4](/[CH:24]=[C:25]2/[C:26]([NH:31][CH3:32])=[N:27][C:28](=[O:30])[S:29]/2)=[CH:3][C:2]=1[NH:1][CH2:33][CH2:34][CH3:35]. The yield is 0.230.